Dataset: Forward reaction prediction with 1.9M reactions from USPTO patents (1976-2016). Task: Predict the product of the given reaction. (1) Given the reactants [H-].[Na+].[CH2:3]([C:6]1[C:15]2[O:14][CH2:13][C:12]3=[N:16][NH:17][C:18](=[O:19])[N:11]3[C:10]=2[CH:9]=[CH:8][CH:7]=1)[CH:4]=[CH2:5].I[CH3:21], predict the reaction product. The product is: [CH3:21][N:17]1[C:18](=[O:19])[N:11]2[C:12]([CH2:13][O:14][C:15]3[C:6]([CH2:3][CH:4]=[CH2:5])=[CH:7][CH:8]=[CH:9][C:10]=32)=[N:16]1. (2) Given the reactants [Cl:1][C:2]1[CH:3]=[C:4]([NH:9][C:10]2[C:19]3[C:14](=[CH:15][C:16]([O:23][CH2:24][CH2:25][O:26][CH3:27])=[C:17]([N+:20]([O-])=O)[CH:18]=3)[N:13]=[CH:12][N:11]=2)[CH:5]=[CH:6][C:7]=1[F:8].Cl.[OH-].[Na+], predict the reaction product. The product is: [Cl:1][C:2]1[CH:3]=[C:4]([NH:9][C:10]2[C:19]3[C:14](=[CH:15][C:16]([O:23][CH2:24][CH2:25][O:26][CH3:27])=[C:17]([NH2:20])[CH:18]=3)[N:13]=[CH:12][N:11]=2)[CH:5]=[CH:6][C:7]=1[F:8]. (3) Given the reactants [Si]([O:8][CH2:9][CH2:10][CH2:11][O:12][C:13]1[CH:18]=[CH:17][N:16]([C:19]2[S:23][C:22]([C:24]([NH:26][CH2:27][C:28]3[CH:33]=[CH:32][CH:31]=[C:30]([F:34])[CH:29]=3)=[O:25])=[C:21]([CH3:35])[CH:20]=2)[C:15](=[O:36])[CH:14]=1)(C(C)(C)C)(C)C, predict the reaction product. The product is: [F:34][C:30]1[CH:29]=[C:28]([CH:33]=[CH:32][CH:31]=1)[CH2:27][NH:26][C:24]([C:22]1[S:23][C:19]([N:16]2[CH:17]=[CH:18][C:13]([O:12][CH2:11][CH2:10][CH2:9][OH:8])=[CH:14][C:15]2=[O:36])=[CH:20][C:21]=1[CH3:35])=[O:25]. (4) Given the reactants C[Si](C)(C)N[Si](C)(C)C.[Na].[CH3:11][O:12][CH2:13][C:14]#[C:15][C:16]1[C:21]2[CH:22]=[CH:23][O:24][C:20]=2[C:19]([NH2:25])=[CH:18][CH:17]=1.Cl[C:27]1[C:36]2[C:31](=[CH:32][C:33]([O:39][CH2:40][CH2:41][CH2:42][N:43]3[CH2:48][CH2:47][N:46]([CH3:49])[CH2:45][CH2:44]3)=[C:34]([O:37][CH3:38])[CH:35]=2)[N:30]=[CH:29][C:28]=1[C:50]#[N:51], predict the reaction product. The product is: [C:50]([C:28]1[CH:29]=[N:30][C:31]2[C:36]([C:27]=1[NH:25][C:19]1[C:20]3[O:24][CH:23]=[CH:22][C:21]=3[C:16]([C:15]#[C:14][CH2:13][O:12][CH3:11])=[CH:17][CH:18]=1)=[CH:35][C:34]([O:37][CH3:38])=[C:33]([O:39][CH2:40][CH2:41][CH2:42][N:43]1[CH2:44][CH2:45][N:46]([CH3:49])[CH2:47][CH2:48]1)[CH:32]=2)#[N:51]. (5) Given the reactants [CH3:1][O:2][C:3](=[O:11])[CH2:4]P(OC)(OC)=O.[H-].[Na+].[Si:14]([O:21][CH2:22][CH2:23][CH2:24][CH2:25][CH:26]([C:33]([O:35][CH3:36])=[O:34])[C:27](=O)[C:28]([O:30][CH3:31])=[O:29])([C:17]([CH3:20])([CH3:19])[CH3:18])([CH3:16])[CH3:15], predict the reaction product. The product is: [Si:14]([O:21][CH2:22][CH2:23][CH2:24][CH2:25]/[C:26](/[C:33]([O:35][CH3:36])=[O:34])=[C:27](/[C:28]([O:30][CH3:31])=[O:29])\[CH2:4][C:3]([O:2][CH3:1])=[O:11])([C:17]([CH3:20])([CH3:19])[CH3:18])([CH3:16])[CH3:15].[Si:14]([O:21][CH2:22][CH2:23][CH2:24][CH2:25]/[C:26](/[C:33]([O:35][CH3:36])=[O:34])=[C:27](\[C:28]([O:30][CH3:31])=[O:29])/[CH2:4][C:3]([O:2][CH3:1])=[O:11])([C:17]([CH3:20])([CH3:19])[CH3:18])([CH3:16])[CH3:15]. (6) Given the reactants [NH2:1][CH2:2][CH2:3][N:4]1[CH2:9][CH2:8][CH:7]([OH:10])[CH2:6][CH2:5]1.C(N(CC)CC)C.[C:18]1([S:24](Cl)(=[O:26])=[O:25])[CH:23]=[CH:22][CH:21]=[CH:20][CH:19]=1, predict the reaction product. The product is: [OH:10][CH:7]1[CH2:8][CH2:9][N:4]([CH2:3][CH2:2][NH:1][S:24]([C:18]2[CH:23]=[CH:22][CH:21]=[CH:20][CH:19]=2)(=[O:26])=[O:25])[CH2:5][CH2:6]1. (7) Given the reactants CCN=C=NCCCN(C)C.[CH3:12][C:13]1[C:31]([C:32]([OH:34])=[O:33])=[C:16]2[N:17]=[C:18]([C:21]3[CH:26]=[CH:25][CH:24]=[CH:23][C:22]=3[C:27]([F:30])([F:29])[F:28])[CH:19]=[CH:20][N:15]2[N:14]=1.[N+:35]([C:38]1[CH:43]=[CH:42][C:41](O)=[CH:40][CH:39]=1)([O-:37])=[O:36], predict the reaction product. The product is: [CH3:12][C:13]1[C:31]([C:32]([O:34][C:41]2[CH:42]=[CH:43][C:38]([N+:35]([O-:37])=[O:36])=[CH:39][CH:40]=2)=[O:33])=[C:16]2[N:17]=[C:18]([C:21]3[CH:26]=[CH:25][CH:24]=[CH:23][C:22]=3[C:27]([F:28])([F:29])[F:30])[CH:19]=[CH:20][N:15]2[N:14]=1.